This data is from Full USPTO retrosynthesis dataset with 1.9M reactions from patents (1976-2016). The task is: Predict the reactants needed to synthesize the given product. Given the product [CH:27]1([C:22]2[C:17]([N:15]3[CH:16]=[C:12]([CH2:10][OH:11])[C:13]([CH3:24])=[N:14]3)=[N:18][CH:19]=[CH:20][CH:21]=2)[CH2:28][CH2:29]1, predict the reactants needed to synthesize it. The reactants are: [H-].[Al+3].[Li+].[H-].[H-].[H-].C(O[C:10]([C:12]1[C:13]([CH3:24])=[N:14][N:15]([C:17]2[C:22](Br)=[CH:21][CH:20]=[CH:19][N:18]=2)[CH:16]=1)=[O:11])C.O1[CH2:29][CH2:28][CH2:27]C1.